Predict the reactants needed to synthesize the given product. From a dataset of Full USPTO retrosynthesis dataset with 1.9M reactions from patents (1976-2016). (1) Given the product [Cl:26][C:27]1[CH:35]=[CH:34][C:33]([O:36][CH3:37])=[CH:32][C:28]=1[C:29]([NH:25][C:22]1[CH:23]=[N:24][C:19]([NH:18][C:15]2[CH:14]=[CH:13][C:12]([S:9]([CH2:8][CH2:7][CH2:6][N:1]3[CH2:2][CH2:3][CH2:4][CH2:5]3)(=[O:10])=[O:11])=[CH:17][CH:16]=2)=[N:20][CH:21]=1)=[O:30], predict the reactants needed to synthesize it. The reactants are: [N:1]1([CH2:6][CH2:7][CH2:8][S:9]([C:12]2[CH:17]=[CH:16][C:15]([NH:18][C:19]3[N:24]=[CH:23][C:22]([NH2:25])=[CH:21][N:20]=3)=[CH:14][CH:13]=2)(=[O:11])=[O:10])[CH2:5][CH2:4][CH2:3][CH2:2]1.[Cl:26][C:27]1[CH:35]=[CH:34][C:33]([O:36][CH3:37])=[CH:32][C:28]=1[C:29](O)=[O:30].C(Cl)CCl. (2) Given the product [Cl:1][C:2]1[N:7]=[C:6]2[C:8]([CH3:19])=[C:9]([CH:11]([NH:20][C:21]3[CH:22]=[CH:23][C:24]([C:25]([O:27][CH3:28])=[O:26])=[CH:29][CH:30]=3)[CH:13]3[CH2:18][CH2:17][CH2:16][CH2:15][CH2:14]3)[O:10][C:5]2=[CH:4][CH:3]=1, predict the reactants needed to synthesize it. The reactants are: [Cl:1][C:2]1[N:7]=[C:6]2[C:8]([CH3:19])=[C:9]([C:11]([CH:13]3[CH2:18][CH2:17][CH2:16][CH2:15][CH2:14]3)=O)[O:10][C:5]2=[CH:4][CH:3]=1.[NH2:20][C:21]1[CH:30]=[CH:29][C:24]([C:25]([O:27][CH3:28])=[O:26])=[CH:23][CH:22]=1.C(=O)([O-])O.[Na+].C([BH3-])#N.[Na+]. (3) Given the product [NH2:1][C:2]1=[N:3][C:4](=[O:7])[S:5]/[C:6]/1=[CH:14]\[C:16]1[CH:34]=[CH:33][C:19]([O:20][C:21]2[CH:28]=[CH:27][C:24]([C:25]#[N:26])=[CH:23][C:22]=2[C:29]([F:30])([F:31])[F:32])=[C:18]([O:35][CH3:36])[CH:17]=1, predict the reactants needed to synthesize it. The reactants are: [NH2:1][C:2]1[CH2:6][S:5][C:4](=[O:7])[N:3]=1.CC(C)([O-])C.[K+].[CH:14]([C:16]1[CH:34]=[CH:33][C:19]([O:20][C:21]2[CH:28]=[CH:27][C:24]([C:25]#[N:26])=[CH:23][C:22]=2[C:29]([F:32])([F:31])[F:30])=[C:18]([O:35][CH3:36])[CH:17]=1)=O.[Cl-].[NH4+]. (4) Given the product [CH3:1][O:2][C:3](=[O:20])[C:4]1[CH:9]=[CH:8][C:7]([NH:10][CH:11]2[CH2:15][CH2:14][CH2:13][CH:12]2[CH3:16])=[C:6]([NH2:17])[CH:5]=1, predict the reactants needed to synthesize it. The reactants are: [CH3:1][O:2][C:3](=[O:20])[C:4]1[CH:9]=[CH:8][C:7]([NH:10][CH:11]2[CH2:15][CH2:14][CH2:13][CH:12]2[CH3:16])=[C:6]([N+:17]([O-])=O)[CH:5]=1. (5) Given the product [F:25][C:26]1[CH:27]=[C:28]([CH:29]=[CH:30][C:31]([NH:2][C@H:3]([C:14]([O:16][CH3:17])=[O:15])[CH2:4][C:5]2[C:13]3[C:8](=[CH:9][CH:10]=[CH:11][CH:12]=3)[NH:7][CH:6]=2)=[O:32])[CH:34]=[CH:35][CH:36]=1, predict the reactants needed to synthesize it. The reactants are: Cl.[NH2:2][C@H:3]([C:14]([O:16][CH3:17])=[O:15])[CH2:4][C:5]1[C:13]2[C:8](=[CH:9][CH:10]=[CH:11][CH:12]=2)[NH:7][CH:6]=1.C(N(CC)CC)C.[F:25][C:26]1[CH:27]=[C:28]([CH:34]=[CH:35][CH:36]=1)[CH:29]=[CH:30][C:31](O)=[O:32].CCN=C=NCCCN(C)C.Cl. (6) Given the product [C:13]([C:9]1[CH:8]=[C:7]([C:4]2[S:5][CH:6]=[C:2]([C:23]3[CH:22]=[CH:21][C:20]([NH:33][S:34]([CH3:37])(=[O:36])=[O:35])=[CH:19][C:18]=3[Cl:17])[CH:3]=2)[CH:12]=[CH:11][N:10]=1)([CH3:16])([CH3:15])[CH3:14], predict the reactants needed to synthesize it. The reactants are: Br[C:2]1[CH:3]=[C:4]([C:7]2[CH:12]=[CH:11][N:10]=[C:9]([C:13]([CH3:16])([CH3:15])[CH3:14])[CH:8]=2)[S:5][CH:6]=1.[Cl:17][C:18]1[CH:19]=[C:20]([NH:33][S:34]([CH3:37])(=[O:36])=[O:35])[CH:21]=[CH:22][C:23]=1B1OC(C)(C)C(C)(C)O1.C(=O)([O-])[O-].[Na+].[Na+].